From a dataset of Drug-target binding data from BindingDB using Ki measurements. Regression. Given a target protein amino acid sequence and a drug SMILES string, predict the binding affinity score between them. We predict pKi (pKi = -log10(Ki in M); higher means stronger inhibition). Dataset: bindingdb_ki. (1) The target protein (P00784) has sequence MAMIPSISKLLFVAICLFVYMGLSFGDFSIVGYSQNDLTSTERLIQLFESWMLKHNKIYKNIDEKIYRFEIFKDNLKYIDETNKKNNSYWLGLNVFADMSNDEFKEKYTGSIAGNYTTTELSYEEVLNDGDVNIPEYVDWRQKGAVTPVKNQGSCGSCWAFSAVVTIEGIIKIRTGNLNEYSEQELLDCDRRSYGCNGGYPWSALQLVAQYGIHYRNTYPYEGVQRYCRSREKGPYAAKTDGVRQVQPYNEGALLYSIANQPVSVVLEAAGKDFQLYRGGIFVGPCGNKVDHAVAAVGYGPNYILIKNSWGTGWGENGYIRIKRGTGNSYGVCGLYTSSFYPVKN. The pKi is 4.1. The small molecule is CCOC(=O)C(=O)C(Cc1ccccc1)NC(=O)C(CC(C)C)NC(=O)OCc1ccccc1. (2) The small molecule is CCNC(=O)[C@H]1O[C@@H](n2cnc3c(N)ncnc32)[C@H](O)[C@@H]1O. The target protein (P58825) has sequence VHRCLGVLRPLHSLRWGRARYARRVAAVVWVLVLACQAPVLYFVTTSVRGTRITCHDTSARELFSHFVAYSSVMLSLLFAVPFSVILVCYVLMARRLLKPAYGTTGGLPRAKRKSVRTIALVLAVFTLCFLPFHVTRTLYYSFRSLDLSCHTLNAINMAYKITRPL. The pKi is 6.6. (3) The drug is CC(C)[C@H](NC(=O)[C@H](CCCCN)NC(=O)[C@@H](Cc1c[nH]c2ccccc12)NC(=O)[C@H](Cc1ccc(O)cc1)NC(=O)[C@H](C)NC(=O)[C@H](N)Cc1ccccc1)C(=O)N[C@@H](C)C(=O)N[C@H](Cc1ccc2ccccc2c1)C(N)=O. The target protein (P30937) has sequence MNTPATLPLGGEDTTWTPGINASWAPDEEEDAVRSDGTGTAGMVTIQCIYALVCLVGLVGNALVIFVILRYAKMKTATNIYLLNLAVADELFMLSVPFVASAAALRHWPFGAVLCRAVLSVDGLNMFTSVFCLTVLSVDRYVAVVHPLRAATYRRPSVAKLINLGVWLASLLVTLPIAVFADTRPARGGEAVACNLHWPHPAWSAVFVIYTFLLGFLLPVLAIGLCYLLIVGKMRAVALRAGWQQRRRSEKKITRLVLMVVTVFVLCWMPFYVVQLLNLFVTSLDATVNHVSLILSYANSCANPILYGFLSDNFRRSFQRVLCLRCCLLETTGGAEEEPLDYYATALKSRGGPGCICPPLPCQQEPMQAEPACKRVPFTKTTTF. The pKi is 8.2. (4) The small molecule is C(=C/c1c[nH]c2ccccc12)\c1ccncc1. The target protein (P21643) has sequence MSGCPFSGNSVGYTLKNLSMEDNEEDGAQTGVNRASKGGLIYGDYLQLEKILNAQELQSEIKGNKIHDEHLFIITHQAYELWFKQILWELDSVREIFQNGHVRDERNMLKVMTRMHRVVVIFKLLVQQFSVLETMTALDFNDFREYLSPASGFQSLQFRLLENKIGVLQSLRVPYNRKHYRDNFEGDYNELLLKSEQEQTLLQLVEAWLERTPGLEPHGFNFWGKFEKNILKGLEEEFLKIQAKKDSEEKEEQMAEFRKQKEVLLCLFDEKRHDYLLSKGERRLSYRALQGALMIYFYREEPRFQVPFQLLTSLMDIDTLMTKWRYNHVCMVHRMLGSKAGTGGSSGYYYLRSTVSDRYKVFVDLFNLSSYLVPRHWIPKMNPIIHKFLYTAEYSDSSYFSSDESD. The pKi is 7.5. (5) The drug is CNCC(O)c1ccc(O)c(O)c1. The target protein (P51143) has sequence MLLARMNPQVQPENGGAGPGSEQPPRKRKEVLVVKERNGVQCLLASRDGDEQPRETWGKKIDFLLSVVGFAVDLANVWRFPYLCYKNGGGAFLIPYTLFLIIAGMPLFYMELALGQYNREGAATVWKICPFFKGVGYAVILIALYVGFYYNVIIAWSLYYLFSSFTPTLPWTDCGHAWNSPNCTDPKLLNSSVLGNHTKYSKYKFTPAAEFYERGVLHLHESSGIHDIGLPQWQLLLCLIIVVIVLFFSLWKGVKTSGKVVWITATLPYLVLFVLLVHGITLPGASNGINAYLHIDFYRLKEATVWIDAATQIFFSLGAGFGVLIAFASYNKFDNNCYRDALLTSTINCVTSFISGFAIFSILGYMAHEHKVNIEDVATEGAGLVFILYPEAISTLSGSTFWAIVFFIMLLALGIDSSMGGMEAVITGLADDFQVLKRHRKLFTFAVSFGTFLLALFCITKGGIYVLTLLDTFAAGTSILFAVLMEAIGVSWFYGVDRFS.... The pKi is 5.3. (6) The drug is CCC(CC)CN(C[C@@H](O)[C@H](Cc1ccccc1)NC(=O)O[C@H]1CO[C@H]2OCC[C@@H]12)S(=O)(=O)c1ccc(N)cc1. The target protein sequence is PQITLWKRPLVTVKIGGQLREALLDTGADDTVLEDINLPGKWKPKMIGGIGGFIKVKQYEQVLIEICGKKAIGTVLVGPTPVNIIGRNMLTQIGCTLNF. The pKi is 10.0.